This data is from Reaction yield outcomes from USPTO patents with 853,638 reactions. The task is: Predict the reaction yield, written as a fraction of the theoretical maximum amount of product (1.0 means a 100% yield; for example, 0.34 means a 34% yield). (1) The reactants are C([O:8][C:9]1[CH:18]=[C:17]2[C:12]([C:13]([NH:19][C:20]3[CH:24]=[C:23]([CH2:25][C:26]([NH:28][C:29]4[CH:34]=[CH:33][CH:32]=[C:31]([F:35])[C:30]=4[F:36])=[O:27])[NH:22][N:21]=3)=[N:14][CH:15]=[N:16]2)=[CH:11][CH:10]=1)C1C=CC=CC=1.FC(F)(F)C(O)=O. No catalyst specified. The product is [F:36][C:30]1[C:31]([F:35])=[CH:32][CH:33]=[CH:34][C:29]=1[NH:28][C:26](=[O:27])[CH2:25][C:23]1[NH:22][N:21]=[C:20]([NH:19][C:13]2[C:12]3[C:17](=[CH:18][C:9]([OH:8])=[CH:10][CH:11]=3)[N:16]=[CH:15][N:14]=2)[CH:24]=1. The yield is 0.970. (2) The reactants are [NH2:1][C:2]1[N:3]=[C:4]([Cl:23])[C:5]2[CH2:10][C:9](=[O:11])[N:8]([CH2:12][C:13]3[C:18]([CH3:19])=[C:17]([O:20][CH3:21])[C:16]([CH3:22])=[CH:15][N:14]=3)[C:6]=2[N:7]=1.[CH2:24]([N:26]([CH2:40][CH3:41])[CH2:27][CH2:28][O:29][CH2:30][C:31]([C:33]1[CH:34]=[C:35]([CH:38]=O)[NH:36][CH:37]=1)=[O:32])[CH3:25].N1CCCCC1. The catalyst is CCO. The product is [NH2:1][C:2]1[N:3]=[C:4]([Cl:23])[C:5]2=[C:6]([N:8]([CH2:12][C:13]3[C:18]([CH3:19])=[C:17]([O:20][CH3:21])[C:16]([CH3:22])=[CH:15][N:14]=3)[C:9](=[O:11])/[C:10]/2=[CH:38]\[C:35]2[NH:36][CH:37]=[C:33]([C:31](=[O:32])[CH2:30][O:29][CH2:28][CH2:27][N:26]([CH2:40][CH3:41])[CH2:24][CH3:25])[CH:34]=2)[N:7]=1. The yield is 0.720. (3) The reactants are [CH3:1][N:2]1[CH2:7][CH2:6][N:5]([C:8]2[CH:13]=[C:12]([CH2:14][C:15]([O:17]C)=O)[CH:11]=[CH:10][N:9]=2)[CH2:4][CH2:3]1.[NH3:19]. No catalyst specified. The product is [CH3:1][N:2]1[CH2:7][CH2:6][N:5]([C:8]2[CH:13]=[C:12]([CH2:14][C:15]([NH2:19])=[O:17])[CH:11]=[CH:10][N:9]=2)[CH2:4][CH2:3]1. The yield is 0.310. (4) The reactants are [Cl:1][C:2]1[N:7]=[C:6]([C:8]2[C:9]([C:17]3[CH:18]=[C:19]([NH:23][C:24](=[O:29])[C:25]([F:28])([F:27])[F:26])[CH:20]=[CH:21][CH:22]=3)=[N:10][N:11]3[CH:16]=[CH:15][CH:14]=[CH:13][C:12]=23)[CH:5]=[CH:4][N:3]=1.[NH2:30][C:31]1[CH:32]=[C:33]([C:37]2[O:41][CH:40]=[N:39][CH:38]=2)[CH:34]=[CH:35][CH:36]=1. The catalyst is CC(O)C.Cl. The product is [ClH:1].[F:26][C:25]([F:28])([F:27])[C:24]([NH:23][C:19]1[CH:20]=[CH:21][CH:22]=[C:17]([C:9]2[C:8]([C:6]3[CH:5]=[CH:4][N:3]=[C:2]([NH:30][C:31]4[CH:36]=[CH:35][CH:34]=[C:33]([C:37]5[O:41][CH:40]=[N:39][CH:38]=5)[CH:32]=4)[N:7]=3)=[C:12]3[CH:13]=[CH:14][CH:15]=[CH:16][N:11]3[N:10]=2)[CH:18]=1)=[O:29]. The yield is 0.980.